Dataset: Reaction yield outcomes from USPTO patents with 853,638 reactions. Task: Predict the reaction yield, written as a fraction of the theoretical maximum amount of product (1.0 means a 100% yield; for example, 0.34 means a 34% yield). The reactants are [C:1]([C:3]1[CH:4]=[N:5][CH:6]=[C:7]([CH:20]=1)[C:8]([N:10]=[S@@:11]([CH3:19])(=[O:18])[C:12]1[CH:17]=[CH:16][CH:15]=[CH:14][CH:13]=1)=[O:9])#[CH:2].I[C:22]1[CH:30]=[CH:29][C:25]([C:26]([OH:28])=[O:27])=[CH:24][CH:23]=1. No catalyst specified. The product is [CH3:19][S@:11](=[N:10][C:8]([C:7]1[CH:20]=[C:3]([C:1]#[C:2][C:22]2[CH:30]=[CH:29][C:25]([C:26]([OH:28])=[O:27])=[CH:24][CH:23]=2)[CH:4]=[N:5][CH:6]=1)=[O:9])(=[O:18])[C:12]1[CH:13]=[CH:14][CH:15]=[CH:16][CH:17]=1. The yield is 0.490.